This data is from Reaction yield outcomes from USPTO patents with 853,638 reactions. The task is: Predict the reaction yield, written as a fraction of the theoretical maximum amount of product (1.0 means a 100% yield; for example, 0.34 means a 34% yield). (1) The reactants are [CH3:1][S:2]([N:5]1[CH2:15][CH:14]2[CH2:16][CH:7]([C:8]3[C:13]2=[CH:12][C:11]([N+:17]([O-])=O)=[CH:10][CH:9]=3)[CH2:6]1)(=[O:4])=[O:3].[H][H]. The catalyst is CCO.C(Cl)Cl.[Pd]. The product is [CH3:1][S:2]([N:5]1[CH2:15][CH:14]2[CH2:16][CH:7]([C:8]3[C:13]2=[CH:12][C:11]([NH2:17])=[CH:10][CH:9]=3)[CH2:6]1)(=[O:4])=[O:3]. The yield is 0.990. (2) The reactants are [OH:1][CH:2]([C:26]1[CH:31]=[CH:30][C:29]([C:32]([CH2:39][OH:40])([CH3:38])[C:33]([O:35]CC)=[O:34])=[CH:28][CH:27]=1)[CH2:3][CH2:4][CH2:5][N:6]1[CH2:11][CH2:10][CH:9]([C:12]([OH:25])([C:19]2[CH:24]=[CH:23][CH:22]=[CH:21][CH:20]=2)[C:13]2[CH:18]=[CH:17][CH:16]=[CH:15][CH:14]=2)[CH2:8][CH2:7]1.[OH-].[Na+].Cl. The catalyst is CO.O1CCCC1. The product is [OH:1][CH:2]([C:26]1[CH:31]=[CH:30][C:29]([C:32]([CH2:39][OH:40])([CH3:38])[C:33]([OH:35])=[O:34])=[CH:28][CH:27]=1)[CH2:3][CH2:4][CH2:5][N:6]1[CH2:11][CH2:10][CH:9]([C:12]([OH:25])([C:13]2[CH:14]=[CH:15][CH:16]=[CH:17][CH:18]=2)[C:19]2[CH:24]=[CH:23][CH:22]=[CH:21][CH:20]=2)[CH2:8][CH2:7]1. The yield is 0.660. (3) The reactants are [OH:1][C:2]1([C:31](OC)=[O:32])[CH2:7][CH2:6][CH:5]([N:8]2[C:16]([NH:17][C:18]3[C:23]([F:24])=[CH:22][C:21]([F:25])=[CH:20][C:19]=3[F:26])=[N:15][C:14]3[C:9]2=[N:10][C:11]([NH:27][CH:28]([CH3:30])[CH3:29])=[N:12][CH:13]=3)[CH2:4][CH2:3]1.[BH4-].[Na+]. The catalyst is CO. The product is [OH:32][CH2:31][C:2]1([OH:1])[CH2:3][CH2:4][CH:5]([N:8]2[C:16]([NH:17][C:18]3[C:19]([F:26])=[CH:20][C:21]([F:25])=[CH:22][C:23]=3[F:24])=[N:15][C:14]3[C:9]2=[N:10][C:11]([NH:27][CH:28]([CH3:29])[CH3:30])=[N:12][CH:13]=3)[CH2:6][CH2:7]1. The yield is 0.370. (4) The reactants are C(O)CC.[Cl:5][C:6]1[C:11]([Cl:12])=[CH:10][CH:9]=[CH:8][C:7]=1[CH:13]([NH:16][NH:17][C:18]([NH2:20])=[NH:19])[C:14]#[N:15].C. The catalyst is O. The product is [CH:9]1[CH:10]=[C:11]([Cl:12])[C:6]([Cl:5])=[C:7]([C:13]2[N:16]=[N:17][C:18]([NH2:20])=[N:19][C:14]=2[NH2:15])[CH:8]=1. The yield is 0.999. (5) The product is [OH:1][CH2:2][C@@H:3]1[CH2:4][C@H:5]2[C@H:6]([O:17]2)[C@@H:7]1[OH:8]. The reactants are [OH:1][CH2:2][C@H:3]1[C@@H:7]([OH:8])[CH:6]=[CH:5][CH2:4]1.ClC1C=CC=C(C(OO)=[O:17])C=1. The yield is 0.760. The catalyst is C(Cl)Cl. (6) The reactants are [Cl:1][C:2]1[CH:3]=[CH:4][C:5]([N:8]2[CH:12]=[C:11]([CH2:13][CH2:14][CH2:15][O:16][C:17]3[C:22]([O:23][CH3:24])=[CH:21][CH:20]=[CH:19][C:18]=3[CH2:25][C:26]([O:28]C)=[O:27])[C:10]([CH:30]([CH3:32])[CH3:31])=[N:9]2)=[N:6][CH:7]=1.[OH-].[Na+].O1CCCC1.Cl. The catalyst is C(O)C. The product is [Cl:1][C:2]1[CH:3]=[CH:4][C:5]([N:8]2[CH:12]=[C:11]([CH2:13][CH2:14][CH2:15][O:16][C:17]3[C:22]([O:23][CH3:24])=[CH:21][CH:20]=[CH:19][C:18]=3[CH2:25][C:26]([OH:28])=[O:27])[C:10]([CH:30]([CH3:32])[CH3:31])=[N:9]2)=[N:6][CH:7]=1. The yield is 0.850. (7) The reactants are [NH2:1][C:2]1[S:3][C:4]2[C:9]([NH:10][C@H:11]([CH2:14][CH:15]([CH3:17])[CH3:16])[CH2:12][OH:13])=[N:8][C:7]([SH:18])=[N:6][C:5]=2[N:19]=1.Cl[C@@H:21]([C:23]1[CH:24]=[C:25]([CH:28]=[CH:29][CH:30]=1)[C:26]#[N:27])[CH3:22]. No catalyst specified. The product is [NH2:1][C:2]1[S:3][C:4]2[C:9]([NH:10][C@@H:11]([CH2:12][OH:13])[CH2:14][CH:15]([CH3:16])[CH3:17])=[N:8][C:7]([S:18][C@H:21]([C:23]3[CH:24]=[C:25]([CH:28]=[CH:29][CH:30]=3)[C:26]#[N:27])[CH3:22])=[N:6][C:5]=2[N:19]=1. The yield is 0.310.